This data is from Experimentally validated miRNA-target interactions with 360,000+ pairs, plus equal number of negative samples. The task is: Binary Classification. Given a miRNA mature sequence and a target amino acid sequence, predict their likelihood of interaction. (1) The miRNA is hsa-miR-4644 with sequence UGGAGAGAGAAAAGAGACAGAAG. The protein sequence of the target gene is MKPALLEVMRMNRICRMVLATCLGSFILVIFYFQSMLHPVMRRNPFGVDICCRKGSRSPLQELYNPIQLELSNTAVLHQMRRDQVTDTCRANSATSRKRRVLTPNDLKHLVVDEDHELIYCYVPKVACTNWKRLMMVLTGRGKYSDPMEIPANEAHVSANLKTLNQYSIPEINHRLKSYMKFLFVREPFERLVSAYRNKFTQKYNISFHKRYGTKIIKRQRKNATQEALRKGDDVKFEEFVAYLIDPHTQREEPFNEHWQTVYSLCHPCHIHYDLVGKYETLEEDSNYVLQLAGVGSYLK.... Result: 1 (interaction). (2) The miRNA is hsa-miR-6761-5p with sequence UCUGAGAGAGCUCGAUGGCAG. The protein sequence of the target gene is MPEEGRPCPWVRWSGTAFQRQWPWLLLVVFITVFCCWFHCSGLLSKQQQRLLEHPEPHTAELQLNLTVPRKDPTLRWGAGPALGRSFTHGPELEEGHLRIHQDGLYRLHIQVTLANCSSPGSTLQHRATLAVGICSPAAHGISLLRGRFGQDCTVALQRLTYLVHGDVLCTNLTLPLLPSRNADETFFGVQWICP. Result: 0 (no interaction). (3) The miRNA is hsa-miR-548aj-3p with sequence UAAAAACUGCAAUUACUUUUA. The protein sequence of the target gene is MTTTRYRPTWDLALDPLVSCKLCLGEYPVEQMTTIAQCQCIFCTLCLKQYVELLIKEGLETAISCPDAACPKQGHLQENEIECMVAAEIMQRYKKLQFEREVLFDPCRTWCPASTCQAVCQLQDVGLQTPQPVQCKACRMEFCSTCKASWHPGQGCPETMPITFLPGETSAAFKMEEDDAPIKRCPKCKVYIERDEGCAQMMCKNCKHAFCWYCLESLDDDFLLIHYDKGPCRNKLGHSRASVIWHRTQVVGIFAGFGLLLLVASPFLLLATPFVLCCKCKCSKGDDDPLPT. Result: 0 (no interaction). (4) The miRNA is hsa-miR-3668 with sequence AAUGUAGAGAUUGAUCAAAAU. The protein sequence of the target gene is MPGGLLLGDEAPNFEANTTIGRIRFHDFLGDSWGILFSHPRDFTPVCTTELGRAAKLAPEFAKRNVKLIALSIDSVEDHLAWSKDINAYNGETPTEKLPFPIIDDKGRDLAILLGMLDPVEKDDNNMPVTARVVFIFGPDKKLKLSILYPATTGRNFDEILRVVDSLQLTGTKPVATPVDWKKGESVMVVPTLSEEEAKQCFPKGVFTKELPSGKKYLRYTPQP. Result: 0 (no interaction).